Task: Predict which catalyst facilitates the given reaction.. Dataset: Catalyst prediction with 721,799 reactions and 888 catalyst types from USPTO (1) Reactant: C([Li])CCC.Br[C:7]1[CH:21]=[CH:20][C:10]([CH2:11][NH:12][C:13]([O:15][C:16]([CH3:19])([CH3:18])[CH3:17])=[O:14])=[C:9]([F:22])[CH:8]=1.[CH3:23][C:24]([CH3:29])([CH3:28])[CH2:25][CH:26]=[O:27]. Product: [C:16]([O:15][C:13]([NH:12][CH2:11][C:10]1[CH:20]=[CH:21][C:7]([CH:26]([OH:27])[CH2:25][C:24]([CH3:29])([CH3:28])[CH3:23])=[CH:8][C:9]=1[F:22])=[O:14])([CH3:19])([CH3:18])[CH3:17]. The catalyst class is: 27. (2) Reactant: [O:1]1[CH2:5][CH2:4][CH:3]([OH:6])[CH2:2]1.[H-].[Na+].F[C:10]1[CH:15]=[CH:14][C:13]([S:16]([CH3:19])(=[O:18])=[O:17])=[CH:12][C:11]=1[C:20]1[C:29]2[C:24](=[CH:25][CH:26]=[CH:27][CH:28]=2)[C:23](=[O:30])[N:22]([CH3:31])[CH:21]=1. Product: [CH3:31][N:22]1[CH:21]=[C:20]([C:11]2[CH:12]=[C:13]([S:16]([CH3:19])(=[O:18])=[O:17])[CH:14]=[CH:15][C:10]=2[O:6][CH:3]2[CH2:4][CH2:5][O:1][CH2:2]2)[C:29]2[C:24](=[CH:25][CH:26]=[CH:27][CH:28]=2)[C:23]1=[O:30]. The catalyst class is: 3. (3) Product: [Cl:1][C:2]1[CH:3]=[CH:4][C:5]([C:6]2[O:8][N:24]=[C:25]([C:26]3[CH:31]=[CH:30][C:29]([C:32]4[NH:36][C:35]5[CH:37]=[CH:38][C:39]([O:41][CH3:42])=[CH:40][C:34]=5[N:33]=4)=[CH:28][CH:27]=3)[N:43]=2)=[CH:9][CH:10]=1. Reactant: [Cl:1][C:2]1[CH:10]=[CH:9][C:5]([C:6]([OH:8])=O)=[CH:4][CH:3]=1.C(C1NC=CN=1)(C1NC=CN=1)=O.O/[N:24]=[C:25](\[NH2:43])/[C:26]1[CH:31]=[CH:30][C:29]([C:32]2[NH:36][C:35]3[CH:37]=[CH:38][C:39]([O:41][CH3:42])=[CH:40][C:34]=3[N:33]=2)=[CH:28][CH:27]=1. The catalyst class is: 3. (4) Reactant: [CH3:1][C:2]1[O:6][N:5]=[C:4]([C:7]2[CH:12]=[CH:11][CH:10]=[CH:9][CH:8]=2)[C:3]=1[CH2:13][O:14][C:15]1[CH:23]=[CH:22][C:18]([C:19]([OH:21])=O)=[CH:17][N:16]=1.C(N1C=CN=C1)(N1C=CN=C1)=O.[NH2:36][CH2:37][CH:38]1[O:42][NH:41][C:40](=[O:43])[CH2:39]1. Product: [CH3:1][C:2]1[O:6][N:5]=[C:4]([C:7]2[CH:8]=[CH:9][CH:10]=[CH:11][CH:12]=2)[C:3]=1[CH2:13][O:14][C:15]1[CH:23]=[CH:22][C:18]([C:19]([NH:36][CH2:37][CH:38]2[O:42][NH:41][C:40](=[O:43])[CH2:39]2)=[O:21])=[CH:17][N:16]=1. The catalyst class is: 39. (5) Reactant: [C:1]([CH:3]1[C:16]2[CH:15]=[CH:14][CH:13]=[CH:12][C:11]=2[CH2:10][C:9]2[C:4]1=[CH:5][CH:6]=[CH:7][CH:8]=2)#[N:2].[O-]CC.[Na+].Br[CH2:22][C:23]([O:25][CH2:26][CH3:27])=[O:24]. Product: [CH2:26]([O:25][C:23](=[O:24])[CH2:22][C:3]1([C:1]#[N:2])[C:4]2[CH:5]=[CH:6][CH:7]=[CH:8][C:9]=2[CH2:10][C:11]2[C:16]1=[CH:15][CH:14]=[CH:13][CH:12]=2)[CH3:27]. The catalyst class is: 14. (6) Reactant: [C:1]([C:4]1[CH:9]=[CH:8][C:7]([O:10][CH3:11])=[CH:6][C:5]=1[OH:12])(=O)[CH3:2].C(N(CC)CC)C.ClC(OCC)=O.[BH4-].[Na+].Cl. Product: [CH2:1]([C:4]1[CH:9]=[CH:8][C:7]([O:10][CH3:11])=[CH:6][C:5]=1[OH:12])[CH3:2]. The catalyst class is: 20.